This data is from Forward reaction prediction with 1.9M reactions from USPTO patents (1976-2016). The task is: Predict the product of the given reaction. Given the reactants Cl[C:2]1[CH:7]=[C:6]([C:8]2[N:12]3[N:13]=[CH:14][C:15]([C:17]4[CH:18]=[C:19]([CH:24]=[CH:25][CH:26]=4)[C:20]([NH:22][CH3:23])=[O:21])=[CH:16][C:11]3=[N:10][CH:9]=2)[CH:5]=[CH:4][N:3]=1.[C:27]1(B(O)O)[CH:32]=[CH:31][CH:30]=[CH:29][CH:28]=1.O.C([O-])([O-])=O.[Na+].[Na+], predict the reaction product. The product is: [CH3:23][NH:22][C:20](=[O:21])[C:19]1[CH:24]=[CH:25][CH:26]=[C:17]([C:15]2[CH:14]=[N:13][N:12]3[C:8]([C:6]4[CH:5]=[CH:4][N:3]=[C:2]([C:27]5[CH:32]=[CH:31][CH:30]=[CH:29][CH:28]=5)[CH:7]=4)=[CH:9][N:10]=[C:11]3[CH:16]=2)[CH:18]=1.